This data is from Forward reaction prediction with 1.9M reactions from USPTO patents (1976-2016). The task is: Predict the product of the given reaction. (1) Given the reactants [F:1][C:2]1[CH:7]=[CH:6][C:5]([C:8]#[C:9][C:10]2[CH:11]=[N:12][CH:13]=[C:14]([CH:17]=2)[C:15]#[N:16])=[CH:4][C:3]=1[CH:18]=O.[CH3:20][NH:21][CH2:22][CH2:23][C:24]#[N:25].C(O[BH-](OC(=O)C)OC(=O)C)(=O)C.[Na+], predict the reaction product. The product is: [C:24]([CH2:23][CH2:22][N:21]([CH2:18][C:3]1[CH:4]=[C:5]([C:8]#[C:9][C:10]2[CH:11]=[N:12][CH:13]=[C:14]([CH:17]=2)[C:15]#[N:16])[CH:6]=[CH:7][C:2]=1[F:1])[CH3:20])#[N:25]. (2) Given the reactants C[O:2][C:3](=[O:25])[CH2:4][O:5][C:6]1[CH:11]=[CH:10][C:9]([O:12][CH2:13][C:14]#[C:15][C:16]2[CH:21]=[C:20]([Br:22])[CH:19]=[C:18]([Br:23])[CH:17]=2)=[CH:8][C:7]=1[CH3:24], predict the reaction product. The product is: [Br:22][C:20]1[CH:21]=[C:16]([C:15]#[C:14][CH2:13][O:12][C:9]2[CH:10]=[CH:11][C:6]([O:5][CH2:4][C:3]([OH:25])=[O:2])=[C:7]([CH3:24])[CH:8]=2)[CH:17]=[C:18]([Br:23])[CH:19]=1. (3) Given the reactants I[C:2]1[C:10]2[C:5](=[CH:6][N:7]=[C:8]([C:11]3[CH:12]=[N:13][CH:14]=[CH:15][CH:16]=3)[CH:9]=2)[NH:4][N:3]=1.[O:17]1[CH2:21][CH2:20][C:19](B2OC(C)(C)C(C)(C)O2)=[CH:18]1, predict the reaction product. The product is: [O:17]1[CH2:21][CH2:20][C:19]([C:2]2[C:10]3[C:5](=[CH:6][N:7]=[C:8]([C:11]4[CH:12]=[N:13][CH:14]=[CH:15][CH:16]=4)[CH:9]=3)[NH:4][N:3]=2)=[CH:18]1. (4) Given the reactants [CH:1]1([C:4]2[CH:5]=[C:6]([C:13]([O:15][CH2:16][CH3:17])=[O:14])[C:7]3[CH:12]=[N:11][NH:10][C:8]=3[N:9]=2)[CH2:3][CH2:2]1.CC(C)([O-])C.[K+].C[N:25]1CCCC1=O, predict the reaction product. The product is: [NH2:25][N:10]1[C:8]2[N:9]=[C:4]([CH:1]3[CH2:2][CH2:3]3)[CH:5]=[C:6]([C:13]([O:15][CH2:16][CH3:17])=[O:14])[C:7]=2[CH:12]=[N:11]1. (5) Given the reactants [P:1]([F:5])([F:4])(=[O:3])[OH:2].F[P-](F)(F)(F)(F)F.[Li+:13].[Cl-].[K+:15].C(=O)(OC)OC, predict the reaction product. The product is: [P:1]([F:5])([F:4])([O-:3])=[O:2].[K+:15].[P:1]([F:5])([F:4])([O-:3])=[O:2].[Li+:13]. (6) Given the reactants [NH2:1][C:2]1[CH:10]=[CH:9][CH:8]=[C:7]2[C:3]=1[CH2:4][O:5][C:6]2=[O:11].[CH:12]([C:14]1[CH:24]=[CH:23][C:17]([C:18]([N:20]([CH3:22])[CH3:21])=[O:19])=[CH:16][CH:15]=1)=O.[O-]S([O-])(=O)=O.[Mg+2], predict the reaction product. The product is: [CH3:22][N:20]([CH3:21])[C:18](=[O:19])[C:17]1[CH:23]=[CH:24][C:14](/[CH:12]=[N:1]/[C:2]2[CH:10]=[CH:9][CH:8]=[C:7]3[C:3]=2[CH2:4][O:5][C:6]3=[O:11])=[CH:15][CH:16]=1. (7) Given the reactants [BH4-].[Na+].[Cl:3][C:4]1[N:9]=[C:8]([C:10](OC)=[O:11])[CH:7]=[CH:6][C:5]=1[CH3:14], predict the reaction product. The product is: [Cl:3][C:4]1[N:9]=[C:8]([CH2:10][OH:11])[CH:7]=[CH:6][C:5]=1[CH3:14]. (8) The product is: [C:1]([CH2:14][CH2:15][CH2:16][CH2:17][CH2:18][CH2:19][CH2:20][CH2:21][CH2:22][CH2:23][CH2:24][Br:26])([C:4]([C:7]([C:10]([F:13])([F:12])[F:11])([F:9])[F:8])([F:6])[F:5])([F:3])[F:2]. Given the reactants [C:1]([CH2:14][CH2:15][CH2:16][CH2:17][CH2:18][CH2:19][CH2:20][CH2:21][CH2:22][CH2:23][CH2:24]O)([C:4]([C:7]([C:10]([F:13])([F:12])[F:11])([F:9])[F:8])([F:6])[F:5])([F:3])[F:2].[BrH:26].S(=O)(=O)(O)O, predict the reaction product. (9) Given the reactants [C:1]([C:3]1[C:4]([O:15][CH3:16])=[C:5]([CH2:13]O)[C:6]2[C:11]([CH:12]=1)=[CH:10][CH:9]=[CH:8][CH:7]=2)#[N:2].[Na+].[I-:18], predict the reaction product. The product is: [C:1]([C:3]1[C:4]([O:15][CH3:16])=[C:5]([CH2:13][I:18])[C:6]2[C:11]([CH:12]=1)=[CH:10][CH:9]=[CH:8][CH:7]=2)#[N:2]. (10) Given the reactants [CH3:1][C:2]([O:5][C:6](/N=N/[C:6]([O:5][C:2](C)(C)[CH3:1])=O)=O)(C)C.[C:17]([O:23][CH2:24][N:25]1[C:34](=[O:35])[C:33]2[C:28](=[CH:29][C:30]([OH:40])=[CH:31][C:32]=2[O:36][CH2:37][CH2:38][Cl:39])[N:27]=[CH:26]1)(=[O:22])[C:18]([CH3:21])([CH3:20])[CH3:19].COCCO.C1(P(C2C=CC=CC=2)C2C=CC=CC=2)C=CC=CC=1, predict the reaction product. The product is: [C:17]([O:23][CH2:24][N:25]1[C:34](=[O:35])[C:33]2[C:28](=[CH:29][C:30]([O:40][CH2:1][CH2:2][O:5][CH3:6])=[CH:31][C:32]=2[O:36][CH2:37][CH2:38][Cl:39])[N:27]=[CH:26]1)(=[O:22])[C:18]([CH3:21])([CH3:20])[CH3:19].